From a dataset of Forward reaction prediction with 1.9M reactions from USPTO patents (1976-2016). Predict the product of the given reaction. (1) Given the reactants [NH2:1][C:2]1[CH:10]=[CH:9][C:5]([C:6]([OH:8])=[O:7])=[CH:4][CH:3]=1.O.[OH-].[Na+].[C:14](O[C:14]([O:16][C:17]([CH3:20])([CH3:19])[CH3:18])=[O:15])([O:16][C:17]([CH3:20])([CH3:19])[CH3:18])=[O:15], predict the reaction product. The product is: [C:17]([O:16][C:14]([NH:1][C:2]1[CH:10]=[CH:9][C:5]([C:6]([OH:8])=[O:7])=[CH:4][CH:3]=1)=[O:15])([CH3:20])([CH3:19])[CH3:18]. (2) Given the reactants C1(P(CC)C2C=CC=CC=2)C=CC=CC=1.[CH3:16][C:17]1([CH3:24])[C:21]([CH3:23])([CH3:22])[O:20][BH:19][O:18]1.[C:25]([NH:28][C:29]([CH:41]1[CH2:44][C:43]([CH2:48][C:49]2[CH:54]=[CH:53][C:52]([Cl:55])=[CH:51][CH:50]=2)([NH:45][CH:46]=[O:47])[CH2:42]1)([CH2:37][CH2:38][CH:39]=[CH2:40])[C:30]([NH:32][C:33]([CH3:36])([CH3:35])[CH3:34])=[O:31])(=[O:27])[CH3:26], predict the reaction product. The product is: [C:25]([NH:28][C:29]([CH:41]1[CH2:42][C:43]([CH2:48][C:49]2[CH:54]=[CH:53][C:52]([Cl:55])=[CH:51][CH:50]=2)([NH:45][CH:46]=[O:47])[CH2:44]1)([CH2:37][CH2:38][CH2:39][CH2:40][B:19]1[O:20][C:21]([CH3:23])([CH3:22])[C:17]([CH3:24])([CH3:16])[O:18]1)[C:30]([NH:32][C:33]([CH3:36])([CH3:34])[CH3:35])=[O:31])(=[O:27])[CH3:26]. (3) Given the reactants [CH2:1]([O:3][C:4]1[CH:5]=[C:6]([CH:9]=[CH:10][C:11]=1[O:12]COCCOC)[CH:7]=O)[CH3:2].[CH3:19][O:20][C:21]1[CH:22]=[C:23]([CH:27]=[CH:28][C:29]=1[O:30][CH3:31])[CH2:24][C:25]#[N:26], predict the reaction product. The product is: [CH3:19][O:20][C:21]1[CH:22]=[C:23](/[C:24](=[CH:7]/[C:6]2[CH:9]=[CH:10][C:11]([OH:12])=[C:4]([O:3][CH2:1][CH3:2])[CH:5]=2)/[C:25]#[N:26])[CH:27]=[CH:28][C:29]=1[O:30][CH3:31]. (4) Given the reactants Cl[CH2:2][C:3]1[C:4]([CH3:9])=[N:5][O:6][C:7]=1[CH3:8].[CH2:10]([NH:17][C:18]([C:20]1[S:24][C:23]([N:25]2[CH:30]=[CH:29][C:28]([OH:31])=[CH:27][C:26]2=[O:32])=[N:22][C:21]=1[CH3:33])=[O:19])[C:11]1[CH:16]=[CH:15][CH:14]=[CH:13][CH:12]=1, predict the reaction product. The product is: [CH2:10]([NH:17][C:18]([C:20]1[S:24][C:23]([N:25]2[CH:30]=[CH:29][C:28]([O:31][CH2:2][C:3]3[C:4]([CH3:9])=[N:5][O:6][C:7]=3[CH3:8])=[CH:27][C:26]2=[O:32])=[N:22][C:21]=1[CH3:33])=[O:19])[C:11]1[CH:16]=[CH:15][CH:14]=[CH:13][CH:12]=1. (5) Given the reactants [CH3:1][O:2][C:3]1[CH:10]=[CH:9][C:6]([C:7]#[N:8])=[C:5]([N+:11]([O-])=O)[CH:4]=1, predict the reaction product. The product is: [NH2:11][C:5]1[CH:4]=[C:3]([O:2][CH3:1])[CH:10]=[CH:9][C:6]=1[C:7]#[N:8]. (6) Given the reactants Br[C:2]1[CH:18]=[CH:17][C:5]([O:6][CH:7]2[CH2:12][CH2:11][N:10]([CH2:13][CH2:14][O:15][CH3:16])[CH2:9][CH2:8]2)=[CH:4][CH:3]=1.CCN(CC)CC.[CH3:26][C:27]1([CH3:34])[C:31]([CH3:33])([CH3:32])[O:30][BH:29][O:28]1.COC1C=CC=C(OC)C=1C1C=CC=CC=1P(C1CCCCC1)C1CCCCC1, predict the reaction product. The product is: [CH3:16][O:15][CH2:14][CH2:13][N:10]1[CH2:11][CH2:12][CH:7]([O:6][C:5]2[CH:17]=[CH:18][C:2]([B:29]3[O:30][C:31]([CH3:33])([CH3:32])[C:27]([CH3:34])([CH3:26])[O:28]3)=[CH:3][CH:4]=2)[CH2:8][CH2:9]1. (7) Given the reactants [CH3:1][N:2]([N:4]([CH3:23])[C:5]([C:7]1[C:11]2[CH2:12][N:13](C(OC(C)(C)C)=O)[CH2:14][CH2:15][C:10]=2[NH:9][N:8]=1)=[O:6])[CH3:3].C(O)(C(F)(F)F)=O, predict the reaction product. The product is: [CH3:23][N:4]([C:5]([C:7]1[C:11]2[CH2:12][NH:13][CH2:14][CH2:15][C:10]=2[NH:9][N:8]=1)=[O:6])[N:2]([CH3:1])[CH3:3]. (8) Given the reactants [Br:1][C:2]1[CH:3]=[C:4]([Cl:11])[C:5]([C:8]([OH:10])=[O:9])=[N:6][CH:7]=1.C(OC(O[C:15]([CH3:18])([CH3:17])[CH3:16])=O)(O[C:15]([CH3:18])([CH3:17])[CH3:16])=O, predict the reaction product. The product is: [Br:1][C:2]1[CH:3]=[C:4]([Cl:11])[C:5]([C:8]([O:10][C:15]([CH3:18])([CH3:17])[CH3:16])=[O:9])=[N:6][CH:7]=1. (9) Given the reactants [C:1]([O:4][CH:5]1[C:6]([OH:60])([CH3:59])CCC(C(OC2C=CC([N+]([O-])=O)=CC=2)=O)[CH2:10][C:11]([O:13][CH:14](/[C:19](/[CH3:46])=[CH:20]/[CH:21]=[CH:22]/[CH:23]([CH3:45])[CH2:24][CH:25]2[O:44][CH:26]2[CH:27]([CH3:43])C(C(OC2C=CC([N+]([O-])=O)=CC=2)=O)CC)[CH:15]([CH3:18])[CH:16]=[CH:17]1)=[O:12])(=[O:3])[CH3:2].[CH2:61]([NH:63][CH2:64][CH3:65])[CH3:62], predict the reaction product. The product is: [C:1]([O:4][CH:5]1[C:6]([OH:60])([CH3:59])[CH2:16][CH2:17][CH:5]([O:4][C:1](=[O:3])[N:63]([CH2:64][CH3:65])[CH2:61][CH3:62])[CH2:10][C:11]([O:13][CH:14](/[C:19](/[CH3:46])=[CH:20]/[CH:21]=[CH:22]/[CH:23]([CH3:45])[CH2:24][CH:25]2[O:44][CH:26]2[CH:27]([CH3:43])[CH:14]([O:13][C:11](=[O:12])[N:63]([CH2:64][CH3:65])[CH2:61][CH3:62])[CH2:15][CH3:18])[CH:15]([CH3:18])[CH:16]=[CH:17]1)=[O:12])(=[O:3])[CH3:2]. (10) Given the reactants C([Li])CCC.[Cl:6][C:7]1[CH:12]=[CH:11][CH:10]=[CH:9][C:8]=1[Cl:13].[C:14]1(=O)[O:19][C:17](=[O:18])[CH2:16][CH2:15]1.Cl, predict the reaction product. The product is: [Cl:6][C:7]1[C:8]([Cl:13])=[CH:9][CH:10]=[CH:11][C:12]=1[CH2:14][CH2:15][CH2:16][C:17]([OH:19])=[O:18].